Dataset: Reaction yield outcomes from USPTO patents with 853,638 reactions. Task: Predict the reaction yield, written as a fraction of the theoretical maximum amount of product (1.0 means a 100% yield; for example, 0.34 means a 34% yield). (1) The reactants are [C:1]1([C:7]2[NH:11][CH:10]=[C:9]([CH2:12][OH:13])[CH:8]=2)[CH:6]=[CH:5][CH:4]=[CH:3][CH:2]=1.C[N+]1([O-])CCOCC1. The catalyst is C(#N)C.[Ru]([O-])(=O)(=O)=O.C([N+](CCC)(CCC)CCC)CC. The product is [C:1]1([C:7]2[NH:11][CH:10]=[C:9]([CH:12]=[O:13])[CH:8]=2)[CH:6]=[CH:5][CH:4]=[CH:3][CH:2]=1. The yield is 0.620. (2) The reactants are [CH3:1]I.[Cl:3][C:4]1[CH:9]=[CH:8][C:7]([CH:10]2[N:14]([C:15]3[CH:20]=[CH:19][C:18]([Cl:21])=[CH:17][C:16]=3[Cl:22])[N:13]=[C:12]([C:23]([OH:25])=[O:24])[CH:11]2[CH3:26])=[CH:6][CH:5]=1.O. The catalyst is CN(C)C=O. The product is [CH3:1][O:24][C:23]([C:12]1[CH:11]([CH3:26])[CH:10]([C:7]2[CH:6]=[CH:5][C:4]([Cl:3])=[CH:9][CH:8]=2)[N:14]([C:15]2[CH:20]=[CH:19][C:18]([Cl:21])=[CH:17][C:16]=2[Cl:22])[N:13]=1)=[O:25]. The yield is 0.0900. (3) The reactants are [Cl:1][C:2]1[CH:28]=[C:27]([Cl:29])[CH:26]=[CH:25][C:3]=1[NH:4][C:5]1[C:14]2[C:9](=[CH:10][C:11]3[CH:18]=[C:17]([O:19]C)[C:16]([O:21]C)=[CH:15][C:12]=3[CH:13]=2)[N:8]=[CH:7][C:6]=1[C:23]#[N:24].Cl.N1C=CC=CC=1.[OH-].[NH4+]. No catalyst specified. The product is [Cl:1][C:2]1[CH:28]=[C:27]([Cl:29])[CH:26]=[CH:25][C:3]=1[NH:4][C:5]1[C:14]2[C:9](=[CH:10][C:11]3[CH:18]=[C:17]([OH:19])[C:16]([OH:21])=[CH:15][C:12]=3[CH:13]=2)[N:8]=[CH:7][C:6]=1[C:23]#[N:24]. The yield is 0.517. (4) The reactants are Cl.[C:2]([O:6][C:7](=[O:13])[C@H:8]([CH:10]([CH3:12])[CH3:11])[NH2:9])([CH3:5])([CH3:4])[CH3:3].C(N(CC)CC)C.Br[CH2:22][C:23]([O:25][CH2:26][CH3:27])=[O:24]. The catalyst is CN(C)C=O. The product is [CH2:26]([O:25][C:23](=[O:24])[CH2:22][NH:9][C@@H:8]([CH:10]([CH3:11])[CH3:12])[C:7]([O:6][C:2]([CH3:5])([CH3:4])[CH3:3])=[O:13])[CH3:27]. The yield is 0.780. (5) The reactants are Cl[C:2]1[CH:7]=[C:6]([O:8][C:9]2[C:10]([CH3:18])=[N:11][C:12]([N+:15]([O-:17])=[O:16])=[CH:13][CH:14]=2)[CH:5]=[CH:4][N:3]=1.[CH3:19][N:20]1[CH2:25][CH2:24][N:23]([C:26]2[CH:31]=[CH:30][C:29](B3OC(C)(C)C(C)(C)O3)=[CH:28][CH:27]=2)[CH2:22][CH2:21]1.C([O-])([O-])=O.[K+].[K+]. The catalyst is O1CCOCC1.[Cl-].[Na+].O.C1C=CC([P]([Pd]([P](C2C=CC=CC=2)(C2C=CC=CC=2)C2C=CC=CC=2)([P](C2C=CC=CC=2)(C2C=CC=CC=2)C2C=CC=CC=2)[P](C2C=CC=CC=2)(C2C=CC=CC=2)C2C=CC=CC=2)(C2C=CC=CC=2)C2C=CC=CC=2)=CC=1. The product is [CH3:19][N:20]1[CH2:25][CH2:24][N:23]([C:26]2[CH:27]=[CH:28][C:29]([C:2]3[CH:7]=[C:6]([O:8][C:9]4[C:10]([CH3:18])=[N:11][C:12]([N+:15]([O-:17])=[O:16])=[CH:13][CH:14]=4)[CH:5]=[CH:4][N:3]=3)=[CH:30][CH:31]=2)[CH2:22][CH2:21]1. The yield is 0.320. (6) The reactants are Cl.S1C=CC=C1C(N)=N.Cl[C:11]1[CH:18]=[C:17]([F:19])[CH:16]=[CH:15][C:12]=1[CH:13]=O.C(OC)(=O)CC(C)=O.Cl.[O:29]1[CH:33]=[CH:32][CH:31]=[C:30]1[C:34]([NH2:36])=[NH:35].FC1C=CC(C=O)=CC=1.[C:46]([O:52][CH2:53][CH3:54])(=[O:51])[CH2:47][C:48]([CH3:50])=O. No catalyst specified. The product is [O:29]1[CH:33]=[CH:32][CH:31]=[C:30]1[C:34]1[NH:36][C:48]([CH3:50])=[C:47]([C:46]([O:52][CH2:53][CH3:54])=[O:51])[CH:13]([C:12]2[CH:15]=[CH:16][C:17]([F:19])=[CH:18][CH:11]=2)[N:35]=1. The yield is 0.290. (7) The reactants are [CH3:1][O:2][C:3](=[O:27])[C:4]1[CH:9]=[C:8]([F:10])[C:7]([CH2:11][NH:12][CH:13]=[O:14])=[N:6][C:5]=1[NH:15][C:16]1[CH:21]=[CH:20][C:19]([Si](C)(C)C)=[CH:18][C:17]=1[F:26].C1C(=O)N([Br:35])C(=O)C1. The catalyst is ClCCl. The product is [CH3:1][O:2][C:3](=[O:27])[C:4]1[CH:9]=[C:8]([F:10])[C:7]([CH2:11][NH:12][CH:13]=[O:14])=[N:6][C:5]=1[NH:15][C:16]1[CH:21]=[CH:20][C:19]([Br:35])=[CH:18][C:17]=1[F:26]. The yield is 0.950.